This data is from Forward reaction prediction with 1.9M reactions from USPTO patents (1976-2016). The task is: Predict the product of the given reaction. (1) Given the reactants C([N:8]1[C@@H:13]2[C@H:14]([N:16]3[C:20]([CH3:21])=[N:19][N:18]=[N:17]3)[CH2:15][C@@:9]1([C:38]1[CH:43]=[CH:42][CH:41]=[CH:40][CH:39]=1)[C@H:10]([O:22][CH2:23][C:24]1[CH:29]=[C:28]([C:30]([F:33])([F:32])[F:31])[CH:27]=[C:26]([C:34]([F:37])([F:36])[F:35])[CH:25]=1)[CH2:11][CH2:12]2)C1C=CC=CC=1.[ClH:44], predict the reaction product. The product is: [ClH:44].[F:32][C:30]([F:31])([F:33])[C:28]1[CH:29]=[C:24]([CH2:23][O:22][C@@H:10]2[CH2:11][CH2:12][C@@H:13]3[NH:8][C@@:9]2([C:38]2[CH:39]=[CH:40][CH:41]=[CH:42][CH:43]=2)[CH2:15][C@H:14]3[N:16]2[C:20]([CH3:21])=[N:19][N:18]=[N:17]2)[CH:25]=[C:26]([C:34]([F:35])([F:37])[F:36])[CH:27]=1. (2) Given the reactants [CH3:1][O:2][C:3]1[CH:13]=[CH:12][C:6]([CH2:7]OC(=O)C)=[C:5]([CH3:14])[CH:4]=1.[CH3:15][O:16][C:17]([O:21][Si](C)(C)C)=[C:18]([CH3:20])[CH3:19], predict the reaction product. The product is: [CH3:15][O:16][C:17](=[O:21])[C:18]([CH3:20])([CH3:19])[CH2:7][C:6]1[CH:12]=[CH:13][C:3]([O:2][CH3:1])=[CH:4][C:5]=1[CH3:14]. (3) Given the reactants [Br:1]N1C(=O)CCC1=O.[C:9]([O:13][C:14](=[O:27])[N:15]([C:17]1[CH:22]=[C:21]([CH3:23])[CH:20]=[C:19]([CH3:24])[C:18]=1[O:25][CH3:26])[CH3:16])([CH3:12])([CH3:11])[CH3:10], predict the reaction product. The product is: [C:9]([O:13][C:14](=[O:27])[N:15]([C:17]1[CH:22]=[C:21]([CH3:23])[C:20]([Br:1])=[C:19]([CH3:24])[C:18]=1[O:25][CH3:26])[CH3:16])([CH3:12])([CH3:11])[CH3:10]. (4) Given the reactants [CH3:1][C:2]1[CH:8]=[C:7]([CH3:9])[CH:6]=[C:5]([CH3:10])[C:3]=1[NH2:4].[C:11]([C:15]1[CH:20]=[CH:19][CH:18]=[CH:17][CH:16]=1)(=O)[CH2:12][CH3:13].CC1C=CC(S(O)(=O)=O)=CC=1, predict the reaction product. The product is: [CH3:1][C:2]1[CH:8]=[C:7]([CH3:9])[CH:6]=[C:5]([CH3:10])[C:3]=1[N:4]=[C:11]([C:15]1[CH:20]=[CH:19][CH:18]=[CH:17][CH:16]=1)[CH2:12][CH3:13]. (5) Given the reactants C(OC([N:8]1[CH2:12][C@H:11]([O:13][C:14]2[CH:19]=[CH:18][C:17]([Cl:20])=[CH:16][N:15]=2)[CH2:10][C@H:9]1[C:21](=[O:61])[NH:22][C@:23]1([C:28]([NH:30][S:31]([C:34]2[CH:39]=[CH:38][CH:37]=[CH:36][C:35]=2[NH:40][CH2:41][CH2:42][CH2:43][CH2:44][CH2:45][CH2:46][CH2:47][C@@H:48]([C:58]([OH:60])=[O:59])[NH:49][C:50]([O:52][CH:53]2[CH2:57][CH2:56][CH2:55][CH2:54]2)=[O:51])(=[O:33])=[O:32])=[O:29])[CH2:25][C@H:24]1[CH:26]=[CH2:27])=O)(C)(C)C.C(O)(C(F)(F)F)=O, predict the reaction product. The product is: [Cl:20][C:17]1[CH:18]=[CH:19][C:14]([O:13][C@H:11]2[CH2:12][NH:8][C@H:9]([C:21]([NH:22][C@:23]3([C:28]([NH:30][S:31]([C:34]4[CH:39]=[CH:38][CH:37]=[CH:36][C:35]=4[NH:40][CH2:41][CH2:42][CH2:43][CH2:44][CH2:45][CH2:46][CH2:47][C@H:48]([NH:49][C:50]([O:52][CH:53]4[CH2:57][CH2:56][CH2:55][CH2:54]4)=[O:51])[C:58]([OH:60])=[O:59])(=[O:32])=[O:33])=[O:29])[CH2:25][C@H:24]3[CH:26]=[CH2:27])=[O:61])[CH2:10]2)=[N:15][CH:16]=1.